From a dataset of Full USPTO retrosynthesis dataset with 1.9M reactions from patents (1976-2016). Predict the reactants needed to synthesize the given product. (1) Given the product [CH:1]1([NH:4][C:5]2[N:10]3[CH:11]=[CH:12][CH:13]=[C:14]([I:15])[C:9]3=[N:8][N:7]=2)[CH2:3][CH2:2]1, predict the reactants needed to synthesize it. The reactants are: [CH:1]1([NH:4][C:5]([NH:7][NH:8][C:9]2[C:14]([I:15])=[CH:13][CH:12]=[CH:11][N:10]=2)=O)[CH2:3][CH2:2]1.P(Cl)(Cl)(Cl)=O.[OH-].[Na+]. (2) Given the product [N:8]1[N:9]2[CH:14]=[CH:13][CH:12]=[CH:11][C:10]2=[C:6]([C:3]2[CH:4]=[CH:5][N:1]([S:23]([C:19]3[CH:18]=[C:17]([CH:22]=[CH:21][CH:20]=3)[C:15]#[N:16])(=[O:25])=[O:24])[N:2]=2)[CH:7]=1, predict the reactants needed to synthesize it. The reactants are: [NH:1]1[CH:5]=[CH:4][C:3]([C:6]2[CH:7]=[N:8][N:9]3[CH:14]=[CH:13][CH:12]=[CH:11][C:10]=23)=[N:2]1.[C:15]([C:17]1[CH:18]=[C:19]([S:23](Cl)(=[O:25])=[O:24])[CH:20]=[CH:21][CH:22]=1)#[N:16]. (3) Given the product [Cl:1][C:2]1[CH:3]=[C:4]2[C:8](=[CH:9][CH:10]=1)[NH:7][C:6]([C:11]([O:13][CH3:19])=[O:12])=[CH:5]2, predict the reactants needed to synthesize it. The reactants are: [Cl:1][C:2]1[CH:3]=[C:4]2[C:8](=[CH:9][CH:10]=1)[NH:7][C:6]([C:11]([OH:13])=[O:12])=[CH:5]2.S(=O)(=O)(O)O.[CH3:19]O. (4) Given the product [CH3:12][C:6]1([CH3:5])[CH2:7][C:2]([CH3:1])([CH3:14])[CH2:3][C:4]1=[O:13], predict the reactants needed to synthesize it. The reactants are: [CH3:1][C:2]1([CH3:14])[CH2:7][C:6]([CH3:12])([Sn](C)(C)C)[CH2:5][C:4](=[O:13])[CH2:3]1. (5) Given the product [CH:1]1([CH:7]2[N:11]([C:12]3[CH:13]=[CH:14][C:15]([C:18]4[CH:22]=[CH:21][O:20][N:19]=4)=[CH:16][CH:17]=3)[C:10](=[O:23])[C:9]([OH:24])=[C:8]2[C:25](=[O:36])[C:26]2[CH:31]=[CH:30][C:29]([C:32]([OH:34])=[O:33])=[CH:28][CH:27]=2)[CH2:2][CH2:3][CH2:4][CH2:5][CH2:6]1, predict the reactants needed to synthesize it. The reactants are: [CH:1]1([CH:7]2[N:11]([C:12]3[CH:17]=[CH:16][C:15]([C:18]4[CH:22]=[CH:21][O:20][N:19]=4)=[CH:14][CH:13]=3)[C:10](=[O:23])[C:9]([OH:24])=[C:8]2[C:25](=[O:36])[C:26]2[CH:31]=[CH:30][C:29]([C:32]([O:34]C)=[O:33])=[CH:28][CH:27]=2)[CH2:6][CH2:5][CH2:4][CH2:3][CH2:2]1.C1COCC1.[OH-].[Na+].Cl. (6) Given the product [CH:1]1([C:4]2[CH:5]=[C:6]3[C:10](=[C:11]([CH:13]([O:15][CH2:16][C:17]4([C:23]5[CH:24]=[CH:25][C:26]([F:29])=[CH:27][CH:28]=5)[CH2:22][CH2:21][N:20]([C:30]([O:32][C:33]([CH3:36])([CH3:35])[CH3:34])=[O:31])[CH2:19][CH2:18]4)[CH3:14])[CH:12]=2)[NH:9][N:8]=[CH:7]3)[CH2:3][CH2:2]1, predict the reactants needed to synthesize it. The reactants are: [CH:1]1([C:4]2[CH:12]=[C:11]([CH:13]([O:15][CH2:16][C:17]3([C:23]4[CH:28]=[CH:27][C:26]([F:29])=[CH:25][CH:24]=4)[CH2:22][CH2:21][NH:20][CH2:19][CH2:18]3)[CH3:14])[C:10]3[C:6](=[CH:7][NH:8][N:9]=3)[CH:5]=2)[CH2:3][CH2:2]1.[C:30](O[C:30]([O:32][C:33]([CH3:36])([CH3:35])[CH3:34])=[O:31])([O:32][C:33]([CH3:36])([CH3:35])[CH3:34])=[O:31]. (7) Given the product [CH:2]([C:3]1[CH:4]=[C:5]([NH2:6])[NH:10][N:9]=1)([CH3:8])[CH3:1], predict the reactants needed to synthesize it. The reactants are: [CH3:1][CH:2]([CH3:8])[C:3](=O)[CH2:4][C:5]#[N:6].[NH2:9][NH2:10].